The task is: Predict the reactants needed to synthesize the given product.. This data is from Full USPTO retrosynthesis dataset with 1.9M reactions from patents (1976-2016). (1) Given the product [NH2:1][C:2]1[N:10]=[C:9]([N:12]2[CH2:17][CH2:16][CH2:15][CH:14]([C:18]3[CH:23]=[CH:22][CH:21]=[CH:20][N:19]=3)[CH2:13]2)[CH:8]=[CH:7][C:3]=1[C:4]([OH:6])=[O:5], predict the reactants needed to synthesize it. The reactants are: [NH2:1][C:2]1[N:10]=[C:9](Cl)[CH:8]=[CH:7][C:3]=1[C:4]([OH:6])=[O:5].[NH:12]1[CH2:17][CH2:16][CH2:15][CH:14]([C:18]2[CH:23]=[CH:22][CH:21]=[CH:20][N:19]=2)[CH2:13]1.C(N(CC)CC)C. (2) The reactants are: ClC1C=CC(C2C3C=CC=CC=3C3=C(C)ON=C3C[N:9]=2)=CC=1.O[CH2:24][C:25]1[O:29][N:28]=[C:27]([CH3:30])[C:26]=1[C:31]1[N:40]=[C:39]([O:41][CH3:42])[CH:38]=[CH:37][C:32]=1[C:33](OC)=[O:34].ClC1C=CC(C(C2C=CC=CC=2C2C(CO)=NOC=2C)=O)=CC=1.[N-]=[N+]=[N-]. Given the product [CH3:42][O:41][C:39]1[CH:38]=[CH:37][C:32]2[C:33](=[O:34])[NH:9][CH2:24][C:25]3[O:29][N:28]=[C:27]([CH3:30])[C:26]=3[C:31]=2[N:40]=1, predict the reactants needed to synthesize it. (3) Given the product [Cl:23][C:22]1[C:17]([O:16][C:15]2[CH:14]=[CH:13][C:12]([C:34]3[CH:35]=[CH:36][C:37]([C:40]([F:42])([F:43])[F:41])=[CH:38][CH:39]=3)=[CH:11][C:10]=2[C:9]2[N:5]([CH:3]3[CH2:2][N:1]([CH3:46])[CH2:4]3)[N:6]=[CH:7][CH:8]=2)=[CH:18][C:19]([F:33])=[C:20]([S:24]([NH:27][C:28]2[S:29][CH:30]=[N:31][N:32]=2)(=[O:26])=[O:25])[CH:21]=1, predict the reactants needed to synthesize it. The reactants are: [NH:1]1[CH2:4][CH:3]([N:5]2[C:9]([C:10]3[CH:11]=[C:12]([C:34]4[CH:39]=[CH:38][C:37]([C:40]([F:43])([F:42])[F:41])=[CH:36][CH:35]=4)[CH:13]=[CH:14][C:15]=3[O:16][C:17]3[C:22]([Cl:23])=[CH:21][C:20]([S:24]([NH:27][C:28]4[S:29][CH:30]=[N:31][N:32]=4)(=[O:26])=[O:25])=[C:19]([F:33])[CH:18]=3)=[CH:8][CH:7]=[N:6]2)[CH2:2]1.C=O.[C:46](O[BH-](OC(=O)C)OC(=O)C)(=O)C.[Na+]. (4) Given the product [CH3:1][N:2]1[C:6]([CH3:7])=[C:5](/[CH:8]=[CH:20]/[C:21]([O:23][CH2:24][CH3:25])=[O:22])[CH:4]=[N:3]1, predict the reactants needed to synthesize it. The reactants are: [CH3:1][N:2]1[C:6]([CH3:7])=[C:5]([CH:8]=O)[CH:4]=[N:3]1.[H-].[Na+].C(OP([CH2:20][C:21]([O:23][CH2:24][CH3:25])=[O:22])(OCC)=O)C.CN(C)C=O. (5) The reactants are: [CH2:1]([O:4][C:5]([NH:7][C@H:8]([C:15]([O:17]CC)=[O:16])[C@H:9]([C:11]([F:14])([F:13])[F:12])[CH3:10])=[O:6])[CH:2]=[CH2:3].[OH-].[Na+]. Given the product [CH2:1]([O:4][C:5]([NH:7][C@H:8]([C:15]([OH:17])=[O:16])[C@H:9]([C:11]([F:13])([F:14])[F:12])[CH3:10])=[O:6])[CH:2]=[CH2:3], predict the reactants needed to synthesize it. (6) Given the product [O:1]=[C:2]1[N:8]([CH2:9][C:10]2[CH:19]=[CH:18][C:13]([C:14]([O:16][CH3:17])=[O:15])=[CH:12][CH:11]=2)[CH2:7][CH2:6][N:5]([CH2:30][C:31](=[O:32])[NH:33][C:34]2[CH:39]=[CH:38][C:37]([O:40][C:41]3[CH:42]=[CH:43][CH:44]=[CH:45][CH:46]=3)=[CH:36][CH:35]=2)[CH2:4][CH2:3]1, predict the reactants needed to synthesize it. The reactants are: [O:1]=[C:2]1[N:8]([CH2:9][C:10]2[CH:19]=[CH:18][C:13]([C:14]([O:16][CH3:17])=[O:15])=[CH:12][CH:11]=2)[CH2:7][CH2:6][NH:5][CH2:4][CH2:3]1.C(N(C(C)C)CC)(C)C.Br[CH2:30][C:31]([NH:33][C:34]1[CH:39]=[CH:38][C:37]([O:40][C:41]2[CH:46]=[CH:45][CH:44]=[CH:43][CH:42]=2)=[CH:36][CH:35]=1)=[O:32]. (7) Given the product [C:1]([O:4][C:5]1[CH:6]=[CH:7][C:8]([C:11]2[N:12]=[C:13]([CH2:18][C:19]3[CH:24]=[CH:23][CH:22]=[CH:21][CH:20]=3)[C:14]([N:17]([S:33]([CH3:32])(=[O:35])=[O:34])[S:33]([CH3:32])(=[O:35])=[O:34])=[N:15][CH:16]=2)=[CH:9][CH:10]=1)(=[O:3])[CH3:2], predict the reactants needed to synthesize it. The reactants are: [C:1]([O:4][C:5]1[CH:10]=[CH:9][C:8]([C:11]2[N:12]=[C:13]([CH2:18][C:19]3[CH:24]=[CH:23][CH:22]=[CH:21][CH:20]=3)[C:14]([NH2:17])=[N:15][CH:16]=2)=[CH:7][CH:6]=1)(=[O:3])[CH3:2].C(N(CC)CC)C.[CH3:32][S:33](Cl)(=[O:35])=[O:34].Cl. (8) Given the product [C:17]1([S:16]([C:15]2[CH2:14][CH2:13][CH2:12][C:11](=[O:23])[C:10]=2[C:8]([C:7]2[C:2]([CH3:1])=[N:3][C:4]([C:24]([F:25])([F:27])[F:26])=[CH:5][CH:6]=2)=[O:9])(=[O:30])=[O:39])[CH:22]=[CH:21][CH:20]=[CH:19][CH:18]=1, predict the reactants needed to synthesize it. The reactants are: [CH3:1][C:2]1[C:7]([C:8]([C:10]2[C:11](=[O:23])[CH2:12][CH2:13][CH2:14][C:15]=2[S:16][C:17]2[CH:22]=[CH:21][CH:20]=[CH:19][CH:18]=2)=[O:9])=[CH:6][CH:5]=[C:4]([C:24]([F:27])([F:26])[F:25])[N:3]=1.C(OO)(=[O:30])C.C(OCC)(=O)C.[OH2:39]. (9) Given the product [ClH:1].[NH2:8][CH2:9][C:10]1[CH:11]=[C:12]2[C:17](=[CH:18][CH:19]=1)[NH:16][C:15](=[O:20])[CH2:14][CH2:13]2, predict the reactants needed to synthesize it. The reactants are: [ClH:1].C(OC(=O)[NH:8][CH2:9][C:10]1[CH:11]=[C:12]2[C:17](=[CH:18][CH:19]=1)[NH:16][C:15](=[O:20])[CH2:14][CH2:13]2)(C)(C)C. (10) Given the product [Cl:1][C:2]1[CH:27]=[CH:26][C:5]([CH2:6][N:7]2[C:15]3[C:10](=[CH:11][C:12]([CH:16]=[C:17]4[S:21][C:20]([N:37]5[CH2:36][C@H:35]([CH3:39])[NH:34][C@H:33]([CH3:32])[CH2:38]5)=[N:19][C:18]4=[O:25])=[CH:13][CH:14]=3)[CH:9]=[N:8]2)=[C:4]([C:28]([F:30])([F:31])[F:29])[CH:3]=1, predict the reactants needed to synthesize it. The reactants are: [Cl:1][C:2]1[CH:27]=[CH:26][C:5]([CH2:6][N:7]2[C:15]3[C:10](=[CH:11][C:12]([CH:16]=[C:17]4[S:21][C:20](SCC)=[N:19][C:18]4=[O:25])=[CH:13][CH:14]=3)[CH:9]=[N:8]2)=[C:4]([C:28]([F:31])([F:30])[F:29])[CH:3]=1.[CH3:32][C@@H:33]1[CH2:38][NH:37][CH2:36][C@H:35]([CH3:39])[NH:34]1.